Dataset: Catalyst prediction with 721,799 reactions and 888 catalyst types from USPTO. Task: Predict which catalyst facilitates the given reaction. (1) Reactant: [NH2:1][C:2]1[C:7]2[C:8]([Br:11])=[CH:9][S:10][C:6]=2[C:5]([CH2:12][OH:13])=[CH:4][N:3]=1. Product: [NH2:1][C:2]1[C:7]2[C:8]([Br:11])=[CH:9][S:10][C:6]=2[C:5]([CH:12]=[O:13])=[CH:4][N:3]=1. The catalyst class is: 725. (2) Reactant: [Br:1][C:2]1[C:3](=[O:29])[N:4]([C:19]2[CH:20]=[C:21]([CH:25]=[CH:26][C:27]=2[CH3:28])[C:22]([NH2:24])=O)[C:5]([CH3:18])=[CH:6][C:7]=1[O:8][CH2:9][C:10]1[CH:15]=[CH:14][C:13]([F:16])=[CH:12][C:11]=1[F:17].B.C1COCC1.[ClH:36]. Product: [ClH:36].[NH2:24][CH2:22][C:21]1[CH:25]=[CH:26][C:27]([CH3:28])=[C:19]([N:4]2[C:5]([CH3:18])=[CH:6][C:7]([O:8][CH2:9][C:10]3[CH:15]=[CH:14][C:13]([F:16])=[CH:12][C:11]=3[F:17])=[C:2]([Br:1])[C:3]2=[O:29])[CH:20]=1. The catalyst class is: 1. (3) Reactant: [NH2:1][C:2]1[CH:7]=[C:6]([CH2:8][OH:9])[CH:5]=[CH:4][N:3]=1.C([O-])(O)=O.[Na+].Cl[CH2:16][CH:17]=O. Product: [N:1]1[CH:16]=[CH:17][N:3]2[CH:4]=[CH:5][C:6]([CH2:8][OH:9])=[CH:7][C:2]=12. The catalyst class is: 14. (4) Reactant: [F:1][C:2]([F:13])([F:12])[C:3]1[N:4]=[C:5]2[CH:10]=[N:9][CH:8]=[CH:7][N:6]2[CH:11]=1.C[OH:15]. Product: [OH-:15].[NH4+:4].[F:12][C:2]([F:1])([F:13])[C:3]1[N:4]=[C:5]2[CH2:10][NH:9][CH2:8][CH2:7][N:6]2[CH:11]=1. The catalyst class is: 45.